Predict the reactants needed to synthesize the given product. From a dataset of Full USPTO retrosynthesis dataset with 1.9M reactions from patents (1976-2016). (1) Given the product [CH2:16]([O:15][C:9](=[O:14])[CH:10]=[C:11]([NH:5][C:4]1[CH:6]=[CH:7][CH:8]=[C:2]([I:1])[CH:3]=1)[CH3:13])[CH3:17], predict the reactants needed to synthesize it. The reactants are: [I:1][C:2]1[CH:3]=[C:4]([CH:6]=[CH:7][CH:8]=1)[NH2:5].[C:9]([O:15][CH2:16][CH3:17])(=[O:14])[CH2:10][C:11]([CH3:13])=O.Cl.O. (2) Given the product [CH:53]1([C:5]([N:4]([CH3:14])[CH2:3][CH2:2][O:15][C:16]2[CH:21]=[CH:20][C:19]([CH2:22][C@H:23]([NH:28][C:29]3[S:30][CH:31]=[C:32]([C:34]4[CH:35]=[CH:36][CH:37]=[CH:38][CH:39]=4)[N:33]=3)[C:24]([O:26][CH3:27])=[O:25])=[CH:18][CH:17]=2)=[O:6])[CH2:54][CH2:55][CH2:56][CH2:57][CH2:58]1, predict the reactants needed to synthesize it. The reactants are: O[CH2:2][CH2:3][N:4]([CH3:14])[C:5](CC1CCCCC1)=[O:6].[OH:15][C:16]1[CH:21]=[CH:20][C:19]([CH2:22][C@H:23]([NH:28][C:29]2[S:30][CH:31]=[C:32]([C:34]3[CH:39]=[CH:38][CH:37]=[CH:36][CH:35]=3)[N:33]=2)[C:24]([O:26][CH3:27])=[O:25])=[CH:18][CH:17]=1.[C:53]1(P([C:53]2[CH:58]=[CH:57][CH:56]=[CH:55][CH:54]=2)[C:53]2[CH:58]=[CH:57][CH:56]=[CH:55][CH:54]=2)[CH:58]=[CH:57][CH:56]=[CH:55][CH:54]=1.C1CCN(C(N=NC(N2CCCCC2)=O)=O)CC1. (3) Given the product [C:18]([O:17][C:15]([N:10]([CH2:9][CH2:8][C:5]1[CH:4]=[CH:3][C:2]([I:1])=[CH:7][CH:6]=1)[S:11]([CH3:14])(=[O:13])=[O:12])=[O:16])([CH3:21])([CH3:20])[CH3:19], predict the reactants needed to synthesize it. The reactants are: [I:1][C:2]1[CH:7]=[CH:6][C:5]([CH2:8][CH2:9][NH:10][S:11]([CH3:14])(=[O:13])=[O:12])=[CH:4][CH:3]=1.[C:15](O[C:15]([O:17][C:18]([CH3:21])([CH3:20])[CH3:19])=[O:16])([O:17][C:18]([CH3:21])([CH3:20])[CH3:19])=[O:16]. (4) Given the product [C:32]([CH2:31][C:28]1[CH:27]=[CH:26][C:25]([NH:2][C:3]2[CH:4]=[C:5]([CH:21]=[CH:22][CH:23]=2)[CH2:6][NH:7][C:8]2[C:17]3[C:12](=[C:13]([C:18]([NH2:20])=[O:19])[CH:14]=[CH:15][CH:16]=3)[N:11]=[CH:10][N:9]=2)=[N:30][CH:29]=1)#[N:33], predict the reactants needed to synthesize it. The reactants are: Cl.[NH2:2][C:3]1[CH:4]=[C:5]([CH:21]=[CH:22][CH:23]=1)[CH2:6][NH:7][C:8]1[C:17]2[C:12](=[C:13]([C:18]([NH2:20])=[O:19])[CH:14]=[CH:15][CH:16]=2)[N:11]=[CH:10][N:9]=1.Br[C:25]1[N:30]=[CH:29][C:28]([CH2:31][C:32]#[N:33])=[CH:27][CH:26]=1. (5) The reactants are: [C:1]([C:4]1[CH:16]=[C:15]([Br:17])[CH:14]=[CH:13][C:5]=1[O:6][CH2:7][C:8]([O:10]CC)=[O:9])(=[O:3])[CH3:2].[OH-].[Na+].O. Given the product [C:1]([C:4]1[CH:16]=[C:15]([Br:17])[CH:14]=[CH:13][C:5]=1[O:6][CH2:7][C:8]([OH:10])=[O:9])(=[O:3])[CH3:2], predict the reactants needed to synthesize it.